Task: Predict the reaction yield, written as a fraction of the theoretical maximum amount of product (1.0 means a 100% yield; for example, 0.34 means a 34% yield).. Dataset: Reaction yield outcomes from USPTO patents with 853,638 reactions (1) The reactants are ClC1C=CC=CC=1NC(=O)NC1C=CC(C2SC(C3CCC(CC(O)=O)CC3)=NC=2)=CC=1.[F:33][C:34]1[CH:39]=[C:38]([F:40])[CH:37]=[CH:36][C:35]=1[NH:41][C:42](=[O:67])[NH:43][C:44]1[CH:49]=[CH:48][C:47]([C:50]2[S:54][C:53]([CH:55]3[CH2:60][CH2:59][CH:58]([CH2:61][C:62]([O:64]CC)=[O:63])[CH2:57][CH2:56]3)=[N:52][CH:51]=2)=[CH:46][CH:45]=1. No catalyst specified. The product is [F:33][C:34]1[CH:39]=[C:38]([F:40])[CH:37]=[CH:36][C:35]=1[NH:41][C:42](=[O:67])[NH:43][C:44]1[CH:45]=[CH:46][C:47]([C:50]2[S:54][C:53]([CH:55]3[CH2:56][CH2:57][CH:58]([CH2:61][C:62]([OH:64])=[O:63])[CH2:59][CH2:60]3)=[N:52][CH:51]=2)=[CH:48][CH:49]=1. The yield is 0.830. (2) The reactants are [Br:1][C:2]1[CH:13]=[N:12][C:5]2=[N:6][C:7](Cl)=[C:8]([Cl:10])[N:9]=[C:4]2[CH:3]=1.[CH3:14][N:15]([C@@H:23]1[CH2:27][CH2:26][NH:25][CH2:24]1)[C:16](=[O:22])[O:17][C:18]([CH3:21])([CH3:20])[CH3:19]. The catalyst is C(Cl)Cl. The product is [Br:1][C:2]1[CH:13]=[N:12][C:5]2=[N:6][C:7]([N:25]3[CH2:26][CH2:27][C@@H:23]([N:15]([CH3:14])[C:16](=[O:22])[O:17][C:18]([CH3:19])([CH3:20])[CH3:21])[CH2:24]3)=[C:8]([Cl:10])[N:9]=[C:4]2[CH:3]=1. The yield is 1.00. (3) The reactants are [CH:1]([O:4][C:5]1[CH:10]=[CH:9][C:8]([OH:11])=[CH:7][CH:6]=1)([CH3:3])[CH3:2].Br[C:13]1[S:14][CH:15]=[CH:16][N:17]=1.C(=O)([O-])[O-].[K+].[K+]. The catalyst is CS(C)=O.C(OCC)(=O)C. The product is [CH:1]([O:4][C:5]1[CH:10]=[CH:9][C:8]([O:11][C:13]2[S:14][CH:15]=[CH:16][N:17]=2)=[CH:7][CH:6]=1)([CH3:3])[CH3:2]. The yield is 0.550. (4) The reactants are [Cl:1][C:2]1[CH:3]=[C:4]2[C:9](=[C:10]([O:14]C)[C:11]=1[O:12]C)[O:8][C:7]([C:16]1[CH:21]=[CH:20][C:19]([O:22]C)=[C:18]([O:24]C)[CH:17]=1)=[CH:6][C:5]2=[O:26].C(O)(=O)C. The catalyst is I. The product is [Cl:1][C:2]1[CH:3]=[C:4]2[C:9](=[C:10]([OH:14])[C:11]=1[OH:12])[O:8][C:7]([C:16]1[CH:21]=[CH:20][C:19]([OH:22])=[C:18]([OH:24])[CH:17]=1)=[CH:6][C:5]2=[O:26]. The yield is 0.380. (5) The reactants are Cl[C:2]1[CH:7]=[C:6]([N:8]2[CH2:13][CH2:12][O:11][CH2:10][CH2:9]2)[N:5]=[C:4]([CH2:14][CH2:15][CH2:16][C:17]2[CH:22]=[CH:21][C:20]([O:23][CH3:24])=[C:19]([O:25][CH3:26])[CH:18]=2)[N:3]=1.[NH2:27][NH2:28]. No catalyst specified. The product is [CH3:26][O:25][C:19]1[CH:18]=[C:17]([CH2:16][CH2:15][CH2:14][C:4]2[N:3]=[C:2]([NH:27][NH2:28])[CH:7]=[C:6]([N:8]3[CH2:13][CH2:12][O:11][CH2:10][CH2:9]3)[N:5]=2)[CH:22]=[CH:21][C:20]=1[O:23][CH3:24]. The yield is 0.890. (6) The reactants are [H-].[Na+].[CH3:3][S:4]([CH:7]([CH3:13])[C:8]([O:10][CH2:11][CH3:12])=[O:9])(=[O:6])=[O:5].[Br:14][CH2:15][CH2:16]Br. The catalyst is CN(C=O)C. The product is [Br:14][CH2:15][CH2:16][C:7]([CH3:13])([S:4]([CH3:3])(=[O:5])=[O:6])[C:8]([O:10][CH2:11][CH3:12])=[O:9]. The yield is 0.500. (7) The yield is 0.0400. The catalyst is C(Cl)Cl. The product is [NH2:33][C@H:30]1[CH2:31][CH2:32][C@H:27]([NH:34][C:2]2[C:3]([C:21]3[CH:26]=[CH:25][CH:24]=[CH:23][CH:22]=3)=[C:4]([NH:11][C:12]3[CH:17]=[CH:16][C:15]([O:18][CH2:19][CH3:20])=[CH:14][CH:13]=3)[C:5]3[N:6]([CH:8]=[CH:9][N:10]=3)[N:7]=2)[CH2:28][CH2:29]1. The reactants are Cl[C:2]1[C:3]([C:21]2[CH:26]=[CH:25][CH:24]=[CH:23][CH:22]=2)=[C:4]([NH:11][C:12]2[CH:17]=[CH:16][C:15]([O:18][CH2:19][CH3:20])=[CH:14][CH:13]=2)[C:5]2[N:6]([CH:8]=[CH:9][N:10]=2)[N:7]=1.[C@H:27]1([NH2:34])[CH2:32][CH2:31][C@H:30]([NH2:33])[CH2:29][CH2:28]1. (8) The catalyst is C1COCC1.O. The product is [CH2:10]([C:9]1[O:8][N:7]=[C:6]([C:12]2[CH:17]=[CH:16][CH:15]=[CH:14][CH:13]=2)[C:5]=1[C:3]([OH:4])=[O:2])[CH3:11]. The reactants are C[O:2][C:3]([C:5]1[C:6]([C:12]2[CH:17]=[CH:16][CH:15]=[CH:14][CH:13]=2)=[N:7][O:8][C:9]=1[CH2:10][CH3:11])=[O:4].O[Li].O. The yield is 0.723. (9) The reactants are [CH3:1][C:2]1[S:6][CH:5]=[N:4][CH:3]=1.[Li]CCCC.[CH2:12]([O:19][C:20]1[CH:21]=[CH:22][C:23]([O:30][CH3:31])=[C:24]([CH:29]=1)[C:25](OC)=[O:26])[C:13]1[CH:18]=[CH:17][CH:16]=[CH:15][CH:14]=1.Cl. The catalyst is C1COCC1.O. The product is [CH2:12]([O:19][C:20]1[CH:21]=[CH:22][C:23]([O:30][CH3:31])=[C:24]([C:25]([C:5]2[S:6][C:2]([CH3:1])=[CH:3][N:4]=2)=[O:26])[CH:29]=1)[C:13]1[CH:14]=[CH:15][CH:16]=[CH:17][CH:18]=1. The yield is 0.190.